This data is from Full USPTO retrosynthesis dataset with 1.9M reactions from patents (1976-2016). The task is: Predict the reactants needed to synthesize the given product. (1) Given the product [Cl:1][C:2]1[CH:3]=[C:4]([F:11])[C:5]([C:8]2([C:12]([N:27]3[CH2:28][C@@H:23]4[CH2:29][C@H:26]3[C:25](=[O:30])[O:24]4)=[O:16])[CH2:32][CH2:31]2)=[N:6][CH:7]=1, predict the reactants needed to synthesize it. The reactants are: [Cl:1][C:2]1[CH:3]=[C:4]([F:11])[C:5]([C:8](O)=O)=[N:6][CH:7]=1.[C:12](Cl)(=[O:16])C(Cl)=O.CS(O)(=O)=O.[C@H:23]12[CH2:29][C@H:26]([NH:27][CH2:28]1)[C:25](=[O:30])[O:24]2.[C:31](O)(=O)[CH2:32]C(CC(O)=O)(C(O)=O)O. (2) Given the product [CH3:1][O:2][C:3]1[C:4]([NH:14][C:15]([N:33]2[CH2:32][CH2:31][N:30]([C:24]3[CH:23]=[C:22]([O:21][CH3:20])[CH:27]=[C:26]([O:28][CH3:29])[CH:25]=3)[CH2:35][CH2:34]2)=[O:19])=[N:5][C:6]2[C:11]([N:12]=1)=[CH:10][C:9]([CH3:13])=[CH:8][CH:7]=2, predict the reactants needed to synthesize it. The reactants are: [CH3:1][O:2][C:3]1[C:4]([NH:14][C:15](=[O:19])OCC)=[N:5][C:6]2[C:11]([N:12]=1)=[CH:10][C:9]([CH3:13])=[CH:8][CH:7]=2.[CH3:20][O:21][C:22]1[CH:23]=[C:24]([N:30]2[CH2:35][CH2:34][NH:33][CH2:32][CH2:31]2)[CH:25]=[C:26]([O:28][CH3:29])[CH:27]=1. (3) Given the product [C:1]([O:5][C:6](=[O:21])[NH:7][C@@H:8]1[C@@H:12]([N:13]2[CH2:28][CH2:27][CH:26]([CH3:30])[CH2:25][C:24]2=[O:23])[CH2:11][N:10]([CH2:14][C:15]2[CH:16]=[CH:17][CH:18]=[CH:19][CH:20]=2)[CH2:9]1)([CH3:4])([CH3:2])[CH3:3], predict the reactants needed to synthesize it. The reactants are: [C:1]([O:5][C:6](=[O:21])[NH:7][C@@H:8]1[C@@H:12]([NH2:13])[CH2:11][N:10]([CH2:14][C:15]2[CH:20]=[CH:19][CH:18]=[CH:17][CH:16]=2)[CH2:9]1)([CH3:4])([CH3:3])[CH3:2].C[O:23][C:24](=O)[CH2:25][CH:26]([CH3:30])[CH2:27][CH:28]=O.C(O[BH-](OC(=O)C)OC(=O)C)(=O)C.[Na+]. (4) Given the product [OH:1][CH2:9][CH2:10][C:11]1[CH:16]=[CH:15][N:14]=[C:13]([C:17]#[N:18])[CH:12]=1, predict the reactants needed to synthesize it. The reactants are: [O:1]([CH2:9][CH2:10][C:11]1[CH:16]=[CH:15][N:14]=[C:13]([C:17]#[N:18])[CH:12]=1)[Si](C(C)(C)C)(C)C.CCCC[N+](CCCC)(CCCC)CCCC.[F-].C1COCC1.